This data is from Forward reaction prediction with 1.9M reactions from USPTO patents (1976-2016). The task is: Predict the product of the given reaction. (1) The product is: [NH2:2][C:3]1[N:8]=[C:7]([N:9]2[CH2:18][CH2:17][C:16]3[C:11](=[CH:12][C:13]([N:19]4[CH2:24][CH2:23][N:22]([C:34]5[CH:44]=[CH:43][C:37]([C:38]([O:40][CH2:41][CH3:42])=[O:39])=[CH:36][N:35]=5)[CH2:21][C:20]4=[O:25])=[CH:14][CH:15]=3)[CH2:10]2)[CH:6]=[C:5]([N:26]2[CH2:27][CH2:28][N:29]([CH3:32])[CH2:30][CH2:31]2)[N:4]=1. Given the reactants Cl.[NH2:2][C:3]1[N:8]=[C:7]([N:9]2[CH2:18][CH2:17][C:16]3[C:11](=[CH:12][C:13]([N:19]4[CH2:24][CH2:23][NH:22][CH2:21][C:20]4=[O:25])=[CH:14][CH:15]=3)[CH2:10]2)[CH:6]=[C:5]([N:26]2[CH2:31][CH2:30][N:29]([CH3:32])[CH2:28][CH2:27]2)[N:4]=1.Cl[C:34]1[CH:44]=[CH:43][C:37]([C:38]([O:40][CH2:41][CH3:42])=[O:39])=[CH:36][N:35]=1, predict the reaction product. (2) Given the reactants [CH3:1][N:2]1[C:6]2=[N:7][CH:8]=[CH:9][CH:10]=[C:5]2[CH:4]=[C:3]1[C:11]1[CH:16]=[CH:15][CH:14]=[CH:13][CH:12]=1.Cl.[CH3:18][NH:19][CH3:20].[CH3:21]C1OC(C)OC(C)O1, predict the reaction product. The product is: [CH3:18][N:19]([CH3:21])[CH2:20][C:4]1[C:5]2[C:6](=[N:7][CH:8]=[CH:9][CH:10]=2)[N:2]([CH3:1])[C:3]=1[C:11]1[CH:16]=[CH:15][CH:14]=[CH:13][CH:12]=1. (3) Given the reactants S(Cl)([Cl:3])=O.[F:5][C:6]1[C:14]([NH:15][S:16]([CH2:19][CH2:20][CH3:21])(=[O:18])=[O:17])=[CH:13][CH:12]=[C:11]([F:22])[C:7]=1[C:8](O)=[O:9], predict the reaction product. The product is: [F:5][C:6]1[C:14]([NH:15][S:16]([CH2:19][CH2:20][CH3:21])(=[O:18])=[O:17])=[CH:13][CH:12]=[C:11]([F:22])[C:7]=1[C:8]([Cl:3])=[O:9]. (4) The product is: [CH3:1][O:2][C:3]([C:5]1[C:14]2[C:9](=[CH:10][CH:11]=[C:12]([O:15][CH3:16])[CH:13]=2)[N:8]=[CH:7][C:6]=1[S:34][CH2:33][C:30]1[CH:31]=[CH:32][C:27]([O:26][CH3:25])=[CH:28][CH:29]=1)=[O:4]. Given the reactants [CH3:1][O:2][C:3]([C:5]1[C:14]2[C:9](=[CH:10][CH:11]=[C:12]([O:15][CH3:16])[CH:13]=2)[N:8]=[CH:7][C:6]=1OS(C(F)(F)F)(=O)=O)=[O:4].[CH3:25][O:26][C:27]1[CH:32]=[CH:31][C:30]([CH2:33][SH:34])=[CH:29][CH:28]=1.C(N(CC)C(C)C)(C)C.C(OCC)(=O)C, predict the reaction product. (5) Given the reactants [H-].[Na+].[NH:3]1[C:12]2[C:7](=[CH:8][CH:9]=[CH:10][CH:11]=2)[CH2:6][CH2:5][C:4]1=[O:13].[Br:14][CH2:15][CH2:16][CH2:17][CH2:18]Br, predict the reaction product. The product is: [Br:14][CH2:15][CH2:16][CH2:17][CH2:18][N:3]1[C:12]2[C:7](=[CH:8][CH:9]=[CH:10][CH:11]=2)[CH2:6][CH2:5][C:4]1=[O:13]. (6) Given the reactants [C:1]([O:5][C:6](=[O:20])[CH2:7][O:8][C:9]1[C:18]2[CH2:17][CH2:16][CH2:15][C:14](=O)[C:13]=2[CH:12]=[CH:11][CH:10]=1)([CH3:4])([CH3:3])[CH3:2].C([O-])(=O)C.[NH4+].C([BH3-])#[N:27].[Na+], predict the reaction product. The product is: [C:1]([O:5][C:6](=[O:20])[CH2:7][O:8][C:9]1[C:18]2[CH2:17][CH2:16][CH2:15][CH:14]([NH2:27])[C:13]=2[CH:12]=[CH:11][CH:10]=1)([CH3:4])([CH3:3])[CH3:2]. (7) Given the reactants [F:1][C:2]1[CH:7]=[CH:6][C:5]([NH:8][C:9](=[O:36])[CH2:10][C:11]2[S:15][C:14]([NH:16]C(C3C=CC=CC=3)(C3C=CC=CC=3)C3C=CC=CC=3)=[N:13][CH:12]=2)=[CH:4][C:3]=1[Cl:37], predict the reaction product. The product is: [F:1][C:2]1[CH:7]=[CH:6][C:5]([NH:8][C:9](=[O:36])[CH2:10][C:11]2[S:15][C:14]([NH2:16])=[N:13][CH:12]=2)=[CH:4][C:3]=1[Cl:37].